This data is from Forward reaction prediction with 1.9M reactions from USPTO patents (1976-2016). The task is: Predict the product of the given reaction. (1) Given the reactants [CH3:1][N:2]1[CH2:15][CH2:14][C:5]2[NH:6][C:7]3[CH:8]=[CH:9][C:10]([CH3:13])=[CH:11][C:12]=3[C:4]=2[CH2:3]1.[OH-].[K+].[CH:18]([C:20]1[CH:21]=[N:22][CH:23]=[N:24][CH:25]=1)=[CH2:19], predict the reaction product. The product is: [CH3:1][N:2]1[CH2:15][CH2:14][C:5]2[N:6]([CH2:19][CH2:18][C:20]3[CH:21]=[N:22][CH:23]=[N:24][CH:25]=3)[C:7]3[CH:8]=[CH:9][C:10]([CH3:13])=[CH:11][C:12]=3[C:4]=2[CH2:3]1. (2) Given the reactants [CH2:1]1[C@@H:8]2[C@@H:4]([CH2:5][C:6](=[O:9])[CH2:7]2)[CH2:3][C:2]1=[O:10].[CH3:11][C:12]([CH3:17])([CH2:15]O)[CH2:13][OH:14].O.C1(C)C=CC(S(O)(=O)=O)=CC=1.C([O-])([O-])=O.[K+].[K+], predict the reaction product. The product is: [CH3:11][C:12]1([CH3:17])[CH2:13][O:14][C:6]2([CH2:7][CH:8]3[CH:4]([CH2:3][C:2](=[O:10])[CH2:1]3)[CH2:5]2)[O:9][CH2:15]1. (3) Given the reactants [CH3:1][C:2]1[CH:7]=[CH:6][C:5]([C:8]2[O:9][C:10]([CH3:13])=[N:11][N:12]=2)=[CH:4][C:3]=1[C:14]1[CH:19]=[CH:18][C:17]([C:20](O)=[O:21])=[CH:16][CH:15]=1.[Cl:23][C:24]1[CH:31]=[CH:30][CH:29]=[CH:28][C:25]=1[CH2:26][NH2:27], predict the reaction product. The product is: [Cl:23][C:24]1[CH:31]=[CH:30][CH:29]=[CH:28][C:25]=1[CH2:26][NH:27][C:20]([C:17]1[CH:16]=[CH:15][C:14]([C:3]2[CH:4]=[C:5]([C:8]3[O:9][C:10]([CH3:13])=[N:11][N:12]=3)[CH:6]=[CH:7][C:2]=2[CH3:1])=[CH:19][CH:18]=1)=[O:21]. (4) Given the reactants [CH3:1][O:2][C:3](=[O:45])[C:4]1[CH:9]=[CH:8][C:7]([CH2:10][O:11][C:12]2[CH:17]=[CH:16][C:15]([CH2:18][C@H:19]([NH:37]C(OC(C)(C)C)=O)[C:20]3[N:21]([CH2:33][CH2:34][CH2:35][CH3:36])[CH:22]=[C:23]([C:25]4[CH:30]=[CH:29][C:28]([Cl:31])=[CH:27][C:26]=4[Cl:32])[N:24]=3)=[CH:14][CH:13]=2)=[CH:6][CH:5]=1.Cl, predict the reaction product. The product is: [ClH:31].[CH3:1][O:2][C:3](=[O:45])[C:4]1[CH:9]=[CH:8][C:7]([CH2:10][O:11][C:12]2[CH:17]=[CH:16][C:15]([CH2:18][C@H:19]([NH2:37])[C:20]3[N:21]([CH2:33][CH2:34][CH2:35][CH3:36])[CH:22]=[C:23]([C:25]4[CH:30]=[CH:29][C:28]([Cl:31])=[CH:27][C:26]=4[Cl:32])[N:24]=3)=[CH:14][CH:13]=2)=[CH:6][CH:5]=1.